From a dataset of Full USPTO retrosynthesis dataset with 1.9M reactions from patents (1976-2016). Predict the reactants needed to synthesize the given product. (1) Given the product [Cl:1][C:2]1[CH:3]=[C:4]([C:8]2[N:12]=[CH:11][N:10](/[CH:13]=[CH:14]\[C:15]3[O:16][CH:19]=[N:18][N:17]=3)[N:9]=2)[CH:5]=[CH:6][CH:7]=1, predict the reactants needed to synthesize it. The reactants are: [Cl:1][C:2]1[CH:3]=[C:4]([C:8]2[N:12]=[CH:11][N:10](/[CH:13]=[CH:14]\[C:15]([NH:17][NH2:18])=[O:16])[N:9]=2)[CH:5]=[CH:6][CH:7]=1.[CH:19](OCC)(OCC)OCC.CS(O)(=O)=O. (2) Given the product [C:1]([O:5][C:6](=[O:41])[CH2:7][CH2:8][CH2:9][CH2:10][N:11]1[C:17]2[CH:18]=[CH:19][C:20]([C:49]([O:55][CH3:54])=[O:50])=[CH:21][C:16]=2[C:15](=[O:23])[N:14]([C@@H:24]([C:26]2[CH:31]=[CH:30][C:29]([Cl:32])=[CH:28][CH:27]=2)[CH3:25])[C@@H:13]([C:33]2[CH:38]=[CH:37][C:36]([Cl:39])=[CH:35][CH:34]=2)[C:12]1=[O:40])([CH3:4])([CH3:3])[CH3:2], predict the reactants needed to synthesize it. The reactants are: [C:1]([O:5][C:6](=[O:41])[CH2:7][CH2:8][CH2:9][CH2:10][N:11]1[C:17]2[CH:18]=[CH:19][C:20](I)=[CH:21][C:16]=2[C:15](=[O:23])[N:14]([C@@H:24]([C:26]2[CH:31]=[CH:30][C:29]([Cl:32])=[CH:28][CH:27]=2)[CH3:25])[C@@H:13]([C:33]2[CH:38]=[CH:37][C:36]([Cl:39])=[CH:35][CH:34]=2)[C:12]1=[O:40])([CH3:4])([CH3:3])[CH3:2].C(N(CC)CC)C.[CH3:49][OH:50].CN([CH:54]=[O:55])C. (3) Given the product [CH3:4][O:5][C:6]1[CH:7]=[CH:8][C:9]([O:22][CH2:23][C:24]2[CH:29]=[CH:28][CH:27]=[CH:26][CH:25]=2)=[C:10]([CH:21]=1)[C:11]([OH:13])=[O:12], predict the reactants needed to synthesize it. The reactants are: O[Li].O.[CH3:4][O:5][C:6]1[CH:7]=[CH:8][C:9]([O:22][CH2:23][C:24]2[CH:29]=[CH:28][CH:27]=[CH:26][CH:25]=2)=[C:10]([CH:21]=1)[C:11]([O:13]CC1C=CC=CC=1)=[O:12].C1COCC1.Cl. (4) Given the product [CH3:1][C:2]1([CH3:12])[C:10]2[C:5](=[CH:6][CH:7]=[CH:8][CH:9]=2)[C@@H:4]([NH:20][C@H:19]([C:13]2[CH:18]=[CH:17][CH:16]=[CH:15][CH:14]=2)[CH2:21][OH:22])[CH2:3]1, predict the reactants needed to synthesize it. The reactants are: [CH3:1][C:2]1([CH3:12])[C:10]2[C:5](=[CH:6][CH:7]=[CH:8][CH:9]=2)[C:4](=O)[CH2:3]1.[C:13]1([C@H:19]([CH2:21][OH:22])[NH2:20])[CH:18]=[CH:17][CH:16]=[CH:15][CH:14]=1.O.C1(C)C=CC(S(O)(=O)=O)=CC=1.CC(O)=O.[BH4-].[Na+]. (5) The reactants are: [NH2:1][C:2]1[CH:7]=[CH:6][CH:5]=[CH:4][C:3]=1[CH2:8][N:9]1[C@H:14]([CH:15]([CH2:18][CH3:19])[CH2:16][CH3:17])[C:13](=[O:20])[NH:12][C@H:11]([CH:21]2[CH2:29][C:28]3[C:23](=[CH:24][CH:25]=[CH:26][CH:27]=3)[CH2:22]2)[C:10]1=[O:30].N1C=CC=CC=1.[C:37](Cl)(=[O:39])[CH3:38]. Given the product [CH2:22]1[C:23]2[C:28](=[CH:27][CH:26]=[CH:25][CH:24]=2)[CH2:29][CH:21]1[C@H:11]1[NH:12][C:13](=[O:20])[C@@H:14]([CH:15]([CH2:16][CH3:17])[CH2:18][CH3:19])[N:9]([CH2:8][C:3]2[CH:4]=[CH:5][CH:6]=[CH:7][C:2]=2[NH:1][C:37](=[O:39])[CH3:38])[C:10]1=[O:30], predict the reactants needed to synthesize it. (6) The reactants are: [F:1][C:2]1[CH:7]=[CH:6][C:5]([C:8]2[N:12]([CH3:13])[N:11]=[CH:10][C:9]=2/[CH:14]=[CH:15]/[C:16]([NH:18][C:19]2[CH:29]=[CH:28][C:22]([C:23]([O:25]CC)=[O:24])=[CH:21][CH:20]=2)=[O:17])=[CH:4][CH:3]=1.[OH-].[Na+].Cl. Given the product [F:1][C:2]1[CH:7]=[CH:6][C:5]([C:8]2[N:12]([CH3:13])[N:11]=[CH:10][C:9]=2/[CH:14]=[CH:15]/[C:16]([NH:18][C:19]2[CH:20]=[CH:21][C:22]([C:23]([OH:25])=[O:24])=[CH:28][CH:29]=2)=[O:17])=[CH:4][CH:3]=1, predict the reactants needed to synthesize it.